From a dataset of NCI-60 drug combinations with 297,098 pairs across 59 cell lines. Regression. Given two drug SMILES strings and cell line genomic features, predict the synergy score measuring deviation from expected non-interaction effect. Drug 1: CC1=C2C(C(=O)C3(C(CC4C(C3C(C(C2(C)C)(CC1OC(=O)C(C(C5=CC=CC=C5)NC(=O)OC(C)(C)C)O)O)OC(=O)C6=CC=CC=C6)(CO4)OC(=O)C)OC)C)OC. Drug 2: CC(C1=C(C=CC(=C1Cl)F)Cl)OC2=C(N=CC(=C2)C3=CN(N=C3)C4CCNCC4)N. Cell line: SK-OV-3. Synergy scores: CSS=35.2, Synergy_ZIP=-0.221, Synergy_Bliss=-0.947, Synergy_Loewe=-14.6, Synergy_HSA=-0.587.